Dataset: Forward reaction prediction with 1.9M reactions from USPTO patents (1976-2016). Task: Predict the product of the given reaction. (1) The product is: [CH2:2]([O:9][C:10]1[CH:19]=[CH:18][CH:17]=[C:16]2[C:11]=1[CH2:12][CH2:13][CH2:14][CH:15]2[C:20]([N:22]([CH2:23][C:24]1[CH:25]=[N:26][N:27]([CH2:39][C:40]2[CH:41]=[N:42][N:43]([CH2:45][CH3:46])[CH:44]=2)[CH:28]=1)[C:29]1[CH:30]=[N:31][C:32]([CH:35]([CH3:37])[CH3:36])=[CH:33][CH:34]=1)=[O:21])[C:3]1[CH:8]=[CH:7][CH:6]=[CH:5][CH:4]=1. Given the reactants Cl.[CH2:2]([O:9][C:10]1[CH:19]=[CH:18][CH:17]=[C:16]2[C:11]=1[CH2:12][CH2:13][CH2:14][CH:15]2[C:20]([N:22]([C:29]1[CH:30]=[N:31][C:32]([CH:35]([CH3:37])[CH3:36])=[CH:33][CH:34]=1)[CH2:23][C:24]1[CH:25]=[N:26][NH:27][CH:28]=1)=[O:21])[C:3]1[CH:8]=[CH:7][CH:6]=[CH:5][CH:4]=1.Cl[CH2:39][C:40]1[CH:41]=[N:42][N:43]([CH2:45][CH3:46])[CH:44]=1, predict the reaction product. (2) Given the reactants [O:1]1[CH2:6][CH2:5][N:4]([CH2:7][C:8]([OH:10])=O)[CH2:3][CH2:2]1.C(N(CC)CC)C.C([Cl:23])(=O)OCC.[CH3:24][O:25][C:26]1[CH:31]=[CH:30][C:29]([S:32]([NH:35][C:36]2[CH:41]=[CH:40][CH:39]=[CH:38][C:37]=2/[CH:42]=[CH:43]/[C:44]2[CH:49]=[CH:48][N+:47]([O-:50])=[CH:46][CH:45]=2)(=[O:34])=[O:33])=[CH:28][CH:27]=1, predict the reaction product. The product is: [ClH:23].[O:1]1[CH2:2][CH2:3][N:4]([CH2:7][C:8]([N:35]([C:36]2[CH:41]=[CH:40][CH:39]=[CH:38][C:37]=2/[CH:42]=[CH:43]/[C:44]2[CH:45]=[CH:46][N+:47]([O-:50])=[CH:48][CH:49]=2)[S:32]([C:29]2[CH:28]=[CH:27][C:26]([O:25][CH3:24])=[CH:31][CH:30]=2)(=[O:33])=[O:34])=[O:10])[CH2:5][CH2:6]1. (3) Given the reactants [CH3:1][O:2][CH2:3][O:4][CH:5]1[C:9]2[NH:10][N:11]=[C:12]([C:13]([NH2:15])=[O:14])[C:8]=2[C@H:7]2[CH2:16][C@@H:6]12.C(=O)([O-])[O-].[K+].[K+].Br[CH2:24][C:25]([O:27][CH2:28][CH3:29])=[O:26], predict the reaction product. The product is: [C:13]([C:12]1[C:8]2[C@H:7]3[CH2:16][C@H:6]3[CH:5]([O:4][CH2:3][O:2][CH3:1])[C:9]=2[N:10]([CH2:24][C:25]([O:27][CH2:28][CH3:29])=[O:26])[N:11]=1)(=[O:14])[NH2:15]. (4) Given the reactants C(N(CC)CC)C.[NH2:8][C:9]1[N:17]=[CH:16][CH:15]=[CH:14][C:10]=1[C:11]([OH:13])=O.[F:18][C:19]([F:36])([F:35])[C:20]1[CH:25]=[CH:24][CH:23]=[CH:22][C:21]=1[O:26][C:27]1[CH:28]=[C:29]([CH:32]=[CH:33][CH:34]=1)[CH2:30][NH2:31].CN([P+](ON1N=NC2C=CC=CC1=2)(N(C)C)N(C)C)C.F[P-](F)(F)(F)(F)F, predict the reaction product. The product is: [F:18][C:19]([F:35])([F:36])[C:20]1[CH:25]=[CH:24][CH:23]=[CH:22][C:21]=1[O:26][C:27]1[CH:28]=[C:29]([CH2:30][NH:31][C:11](=[O:13])[C:10]2[CH:14]=[CH:15][CH:16]=[N:17][C:9]=2[NH2:8])[CH:32]=[CH:33][CH:34]=1.